Dataset: Full USPTO retrosynthesis dataset with 1.9M reactions from patents (1976-2016). Task: Predict the reactants needed to synthesize the given product. (1) The reactants are: [CH:1](OCC)(OCC)OCC.[NH2:11][CH:12]([C:18]#[N:19])[C:13]([O:15][CH2:16][CH3:17])=[O:14].[NH2:20][CH:21]([CH2:25][CH2:26][CH2:27][CH2:28][CH2:29][CH3:30])[CH:22]([OH:24])[CH3:23]. Given the product [NH2:19][C:18]1[N:20]([CH:21]([CH2:25][CH2:26][CH2:27][CH2:28][CH2:29][CH3:30])[CH:22]([OH:24])[CH3:23])[CH:1]=[N:11][C:12]=1[C:13]([O:15][CH2:16][CH3:17])=[O:14], predict the reactants needed to synthesize it. (2) Given the product [NH2:1][C:2]1[CH:12]=[C:11]([CH2:13][N:19]2[CH2:23][CH2:22][C@@H:21]([NH:24][C:25]([O:26][C:27]([CH3:30])([CH3:29])[CH3:28])=[O:31])[CH2:20]2)[C:10]([C:15]([F:18])([F:17])[F:16])=[CH:9][C:3]=1[C:4]([O:6][CH2:7][CH3:8])=[O:5], predict the reactants needed to synthesize it. The reactants are: [NH2:1][C:2]1[CH:12]=[C:11]([CH:13]=O)[C:10]([C:15]([F:18])([F:17])[F:16])=[CH:9][C:3]=1[C:4]([O:6][CH2:7][CH3:8])=[O:5].[NH:19]1[CH2:23][CH2:22][C@@H:21]([NH:24][C:25](=[O:31])[O:26][C:27]([CH3:30])([CH3:29])[CH3:28])[CH2:20]1. (3) Given the product [CH3:17][O:16][C:6]1[C:7]([CH3:15])=[C:8]([CH3:14])[C:9]([O:12][CH3:13])=[C:10]([CH3:11])[C:5]=1[CH2:1][CH2:2][CH2:3][CH2:4][OH:33], predict the reactants needed to synthesize it. The reactants are: [CH2:1]([C:5]1[C:10]([CH3:11])=[C:9]([O:12][CH3:13])[C:8]([CH3:14])=[C:7]([CH3:15])[C:6]=1[O:16][CH3:17])[CH2:2][CH:3]=[CH2:4].C12BC(CCC1)CCC2.[OH-].[Na+].OO.B.C([O-])([O-])=[O:33].[K+].[K+].C(OC(C)C)(=O)C. (4) The reactants are: [C:1]([O:5][C:6]([N:8]1[CH2:13][CH2:12][CH:11]([OH:14])[CH2:10][CH2:9]1)=[O:7])([CH3:4])([CH3:3])[CH3:2].F[C:16]1[CH:21]=[CH:20][CH:19]=[CH:18][N:17]=1.[H-].[Na+]. Given the product [C:1]([O:5][C:6]([N:8]1[CH2:13][CH2:12][CH:11]([O:14][C:16]2[CH:21]=[CH:20][CH:19]=[CH:18][N:17]=2)[CH2:10][CH2:9]1)=[O:7])([CH3:4])([CH3:2])[CH3:3], predict the reactants needed to synthesize it. (5) Given the product [CH:5]1[C:1]([N+:2]([O-:4])=[O:3])=[C:15]([NH2:18])[C:11]([N+:12]([O-:14])=[O:13])=[CH:10][C:6]=1[N+:7]([O-:9])=[O:8], predict the reactants needed to synthesize it. The reactants are: [C:1]1([C:15](O)=[C:11]([N+:12]([O-:14])=[O:13])[CH:10]=[C:6]([N+:7]([O-:9])=[O:8])[CH:5]=1)[N+:2]([O-:4])=[O:3].C1(C([O-])=C([N+]([O-])=O)C=C([N+]([O-])=O)C=1)[N+:18]([O-])=O.[NH4+].S1(CCCC1)(=O)=O.CN1CCCC1=O. (6) Given the product [CH3:27][N:28]([CH3:29])[C:2]1[C:11]2[C:6](=[C:7]([NH:12][C:13]([NH:15][CH2:16][C:17]3[CH:22]=[CH:21][C:20]([C:23]([F:26])([F:25])[F:24])=[CH:19][CH:18]=3)=[O:14])[CH:8]=[CH:9][CH:10]=2)[CH:5]=[CH:4][N:3]=1, predict the reactants needed to synthesize it. The reactants are: Cl[C:2]1[C:11]2[C:6](=[C:7]([NH:12][C:13]([NH:15][CH2:16][C:17]3[CH:22]=[CH:21][C:20]([C:23]([F:26])([F:25])[F:24])=[CH:19][CH:18]=3)=[O:14])[CH:8]=[CH:9][CH:10]=2)[CH:5]=[CH:4][N:3]=1.[CH3:27][NH:28][CH3:29]. (7) Given the product [Br:42][CH2:16][C:15]([C:12]1[C:11]([F:18])=[CH:10][CH:9]=[C:8]2[C:13]=1[N:14]=[C:5]([NH:4][CH:1]1[CH2:2][CH2:3]1)[C:6]([CH3:19])=[N:7]2)=[O:17], predict the reactants needed to synthesize it. The reactants are: [CH:1]1([NH:4][C:5]2[C:6]([CH3:19])=[N:7][C:8]3[C:13]([N:14]=2)=[C:12]([C:15](=[O:17])[CH3:16])[C:11]([F:18])=[CH:10][CH:9]=3)[CH2:3][CH2:2]1.FC(F)(F)S(O[Si](C(C)(C)C)(C)C)(=O)=O.C1C(=O)N([Br:42])C(=O)C1. (8) Given the product [Cl:22][C:23]1[N:28]=[C:27]([NH:29][NH:30][C:8](=[O:10])[C@H:7]([CH2:6][CH:1]2[CH2:2][CH2:3][CH2:4][CH2:5]2)[CH2:11][N:12]([O:13][CH:14]2[CH2:19][CH2:18][CH2:17][CH2:16][O:15]2)[CH:20]=[O:21])[C:26]([F:31])=[C:25]([N:32]2[CH2:33][C:34]([CH3:41])([N:36]3[CH2:40][CH2:39][CH2:38][CH2:37]3)[CH2:35]2)[N:24]=1, predict the reactants needed to synthesize it. The reactants are: [CH:1]1([CH2:6][C@H:7]([CH2:11][N:12]([CH:20]=[O:21])[O:13][CH:14]2[CH2:19][CH2:18][CH2:17][CH2:16][O:15]2)[C:8]([OH:10])=O)[CH2:5][CH2:4][CH2:3][CH2:2]1.[Cl:22][C:23]1[N:28]=[C:27]([NH:29][NH2:30])[C:26]([F:31])=[C:25]([N:32]2[CH2:35][C:34]([CH3:41])([N:36]3[CH2:40][CH2:39][CH2:38][CH2:37]3)[CH2:33]2)[N:24]=1.C(Cl)CCl.C1C=NC2N(O)N=NC=2C=1.CN1CCOCC1. (9) Given the product [F:28][C:20]1[CH:21]=[C:22]([N+:25]([O-:27])=[O:26])[CH:23]=[CH:24][C:19]=1[O:18][C:15]1[CH:14]=[CH:13][N:12]=[C:11]2[CH:10]=[C:9]([C:6]3[N:7]=[CH:8][C:3]([CH2:2][N:29]4[CH2:34][CH2:33][O:32][CH2:31][C:30]4=[O:35])=[CH:4][CH:5]=3)[S:17][C:16]=12, predict the reactants needed to synthesize it. The reactants are: Cl[CH2:2][C:3]1[CH:4]=[CH:5][C:6]([C:9]2[S:17][C:16]3[C:11](=[N:12][CH:13]=[CH:14][C:15]=3[O:18][C:19]3[CH:24]=[CH:23][C:22]([N+:25]([O-:27])=[O:26])=[CH:21][C:20]=3[F:28])[CH:10]=2)=[N:7][CH:8]=1.[NH:29]1[CH2:34][CH2:33][O:32][CH2:31][C:30]1=[O:35].[H-].[Na+].